From a dataset of Peptide-MHC class II binding affinity with 134,281 pairs from IEDB. Regression. Given a peptide amino acid sequence and an MHC pseudo amino acid sequence, predict their binding affinity value. This is MHC class II binding data. (1) The peptide sequence is MKNLVWNDELAYVAQ. The MHC is DRB1_1101 with pseudo-sequence DRB1_1101. The binding affinity (normalized) is 0.195. (2) The peptide sequence is PYVSKNPRQAYANYR. The MHC is DRB3_0101 with pseudo-sequence DRB3_0101. The binding affinity (normalized) is 0.344. (3) The peptide sequence is KNPTDTGHGTVVMQV. The MHC is DRB1_0701 with pseudo-sequence DRB1_0701. The binding affinity (normalized) is 0.371. (4) The peptide sequence is RQLIKTDISMSMPKF. The MHC is DRB3_0101 with pseudo-sequence DRB3_0101. The binding affinity (normalized) is 0.816.